From a dataset of Forward reaction prediction with 1.9M reactions from USPTO patents (1976-2016). Predict the product of the given reaction. (1) Given the reactants CN([CH:4]=[O:5])C.O=P(Cl)(Cl)Cl.[NH:11]1[CH:15]=[CH:14][CH:13]=[C:12]1[CH2:16][N:17]1[CH2:22][CH2:21][O:20][CH2:19][CH2:18]1.C([O-])(=O)C.[K+].[OH-].[Na+], predict the reaction product. The product is: [N:17]1([CH2:16][C:12]2[NH:11][C:15]([CH:4]=[O:5])=[CH:14][CH:13]=2)[CH2:18][CH2:19][O:20][CH2:21][CH2:22]1. (2) Given the reactants Br[CH2:2][C:3]1[C:12]([O:13][CH3:14])=[CH:11][CH:10]=[CH:9][C:4]=1[C:5]([O:7][CH3:8])=[O:6].[CH3:15][O-:16].[Na+], predict the reaction product. The product is: [CH3:14][O:13][C:12]1[C:3]([CH2:2][O:16][CH3:15])=[C:4]([CH:9]=[CH:10][CH:11]=1)[C:5]([O:7][CH3:8])=[O:6].